From a dataset of Peptide-MHC class II binding affinity with 134,281 pairs from IEDB. Regression. Given a peptide amino acid sequence and an MHC pseudo amino acid sequence, predict their binding affinity value. This is MHC class II binding data. The peptide sequence is EYKSDYVYEPFPKEV. The MHC is DRB3_0101 with pseudo-sequence DRB3_0101. The binding affinity (normalized) is 0.728.